From a dataset of Acute oral toxicity (LD50) regression data from Zhu et al.. Regression/Classification. Given a drug SMILES string, predict its toxicity properties. Task type varies by dataset: regression for continuous values (e.g., LD50, hERG inhibition percentage) or binary classification for toxic/non-toxic outcomes (e.g., AMES mutagenicity, cardiotoxicity, hepatotoxicity). Dataset: ld50_zhu. (1) The drug is CCCOP(=S)(CC)SCOc1ccc(Cl)cc1Cl. The rat oral LD50 is 3.66, given as -log10 of the dose in mol/kg body weight (higher means more acutely toxic). (2) The molecule is C1CCC2OCCOCCOCCOC3CCCCC3OCCOCCOCCOC2C1. The rat oral LD50 is 3.79, given as -log10 of the dose in mol/kg body weight (higher means more acutely toxic). (3) The drug is Cc1cncc(C)n1. The rat oral LD50 is 2.09, given as -log10 of the dose in mol/kg body weight (higher means more acutely toxic). (4) The drug is CC(C(=O)O)c1ccc(N2Cc3ccccc3C2=O)cc1. The rat oral LD50 is 3.52, given as -log10 of the dose in mol/kg body weight (higher means more acutely toxic). (5) The drug is CC(O)CCO. The rat oral LD50 is 0.685, given as -log10 of the dose in mol/kg body weight (higher means more acutely toxic). (6) The compound is CSN(C)C(=O)Oc1cccc2c1OC(C)(C)C2. The rat oral LD50 is 4.73, given as -log10 of the dose in mol/kg body weight (higher means more acutely toxic).